From a dataset of Forward reaction prediction with 1.9M reactions from USPTO patents (1976-2016). Predict the product of the given reaction. Given the reactants [Cl:1][C:2]1[CH:9]=[CH:8][C:7]([Cl:10])=[CH:6][C:3]=1[CH2:4]Cl.[CH:11]1([CH2:14][CH2:15][NH:16][C:17]([C:19]2[N:20]=[N:21][C:22]([N:25]3[CH2:30][CH2:29][NH:28][CH2:27][CH2:26]3)=[CH:23][CH:24]=2)=[O:18])[CH2:13][CH2:12]1, predict the reaction product. The product is: [CH:11]1([CH2:14][CH2:15][NH:16][C:17]([C:19]2[N:20]=[N:21][C:22]([N:25]3[CH2:30][CH2:29][N:28]([CH2:4][C:3]4[CH:6]=[C:7]([Cl:10])[CH:8]=[CH:9][C:2]=4[Cl:1])[CH2:27][CH2:26]3)=[CH:23][CH:24]=2)=[O:18])[CH2:13][CH2:12]1.